Task: Predict the reactants needed to synthesize the given product.. Dataset: Full USPTO retrosynthesis dataset with 1.9M reactions from patents (1976-2016) (1) Given the product [CH2:16]([O:18][CH:19]([O:22][CH2:23][CH3:24])[CH2:20][O:15][C:12]1[CH:13]=[CH:14][C:9]([C:7]#[N:8])=[CH:10][CH:11]=1)[CH3:17], predict the reactants needed to synthesize it. The reactants are: C(=O)([O-])[O-].[K+].[K+].[C:7]([C:9]1[CH:14]=[CH:13][C:12]([OH:15])=[CH:11][CH:10]=1)#[N:8].[CH2:16]([O:18][CH:19]([O:22][CH2:23][CH3:24])[CH2:20]Br)[CH3:17].O. (2) Given the product [ClH:16].[S:22]1[CH2:23][CH2:24][N:19]([CH2:18][CH2:17][O:1][C:2]2[CH:9]=[CH:8][C:5]([CH:6]=[O:7])=[CH:4][CH:3]=2)[CH2:20][CH2:21]1, predict the reactants needed to synthesize it. The reactants are: [OH:1][C:2]1[CH:9]=[CH:8][C:5]([CH:6]=[O:7])=[CH:4][CH:3]=1.C(=O)([O-])[O-].[K+].[K+].[Cl:16][CH2:17][CH2:18][N:19]1[CH2:24][CH2:23][S:22][CH2:21][CH2:20]1.C(OCC)(=O)C.Cl. (3) Given the product [CH3:32][C:27]1[CH:28]=[CH:29][CH:30]=[CH:31][C:26]=1[CH2:25][NH:24][C:22]([C:21]1[CH:33]=[C:17]([N:7]2[CH2:6][C@@H:5]3[CH2:1][N:2]([C:9]([O:11][C:12]([CH3:15])([CH3:14])[CH3:13])=[O:10])[CH2:3][C@@H:4]3[CH2:8]2)[CH:18]=[N:19][CH:20]=1)=[O:23], predict the reactants needed to synthesize it. The reactants are: [CH2:1]1[C@@H:5]2[CH2:6][NH:7][CH2:8][C@@H:4]2[CH2:3][N:2]1[C:9]([O:11][C:12]([CH3:15])([CH3:14])[CH3:13])=[O:10].Br[C:17]1[CH:18]=[N:19][CH:20]=[C:21]([CH:33]=1)[C:22]([NH:24][CH2:25][C:26]1[CH:31]=[CH:30][CH:29]=[CH:28][C:27]=1[CH3:32])=[O:23].C1C=CC(P(C2C=CC3C(=CC=CC=3)C=2C2C3C(=CC=CC=3)C=CC=2P(C2C=CC=CC=2)C2C=CC=CC=2)C2C=CC=CC=2)=CC=1.CC(C)([O-])C.[Na+]. (4) Given the product [S:52]1[CH2:51][CH2:50][N:49]=[C:47]1[C:44]1[NH:45][C:46]2[C:42]([CH:43]=1)=[CH:41][CH:40]=[CH:39][C:38]=2[N:37]([CH3:36])[S:72]([C:75]1[S:76][CH:77]=[CH:78][CH:79]=1)(=[O:73])=[O:74], predict the reactants needed to synthesize it. The reactants are: C1(P(=O)(C2C=CC=CC=2)C2C=CC=CC=2)C=CC=CC=1.FC(F)(F)S(OS(C(F)(F)F)(=O)=O)(=O)=O.[CH3:36][N:37]([S:72]([C:75]1[S:76][CH:77]=[CH:78][CH:79]=1)(=[O:74])=[O:73])[C:38]1[CH:39]=[CH:40][CH:41]=[C:42]2[C:46]=1[NH:45][C:44]([C:47]([NH:49][CH2:50][CH2:51][S:52]C(C1C=CC=CC=1)(C1C=CC=CC=1)C1C=CC=CC=1)=O)=[CH:43]2.